Dataset: NCI-60 drug combinations with 297,098 pairs across 59 cell lines. Task: Regression. Given two drug SMILES strings and cell line genomic features, predict the synergy score measuring deviation from expected non-interaction effect. (1) Drug 1: CC1C(C(CC(O1)OC2CC(CC3=C2C(=C4C(=C3O)C(=O)C5=C(C4=O)C(=CC=C5)OC)O)(C(=O)C)O)N)O.Cl. Drug 2: C1=C(C(=O)NC(=O)N1)F. Cell line: BT-549. Synergy scores: CSS=35.1, Synergy_ZIP=-11.6, Synergy_Bliss=-5.67, Synergy_Loewe=-1.83, Synergy_HSA=-1.10. (2) Drug 1: C1=CC(=CC=C1CCC2=CNC3=C2C(=O)NC(=N3)N)C(=O)NC(CCC(=O)O)C(=O)O. Drug 2: CC1=C2C(C(=O)C3(C(CC4C(C3C(C(C2(C)C)(CC1OC(=O)C(C(C5=CC=CC=C5)NC(=O)C6=CC=CC=C6)O)O)OC(=O)C7=CC=CC=C7)(CO4)OC(=O)C)O)C)OC(=O)C. Cell line: HOP-92. Synergy scores: CSS=21.1, Synergy_ZIP=-6.19, Synergy_Bliss=-1.25, Synergy_Loewe=-5.55, Synergy_HSA=1.20.